This data is from Reaction yield outcomes from USPTO patents with 853,638 reactions. The task is: Predict the reaction yield, written as a fraction of the theoretical maximum amount of product (1.0 means a 100% yield; for example, 0.34 means a 34% yield). (1) The reactants are [CH3:1][NH:2][C:3]([CH:5]([NH:7][C:8](=O)[C:9]1[CH:14]=[CH:13][CH:12]=[N:11][CH:10]=1)[CH3:6])=O.COC1C=CC(P2(SP(C3C=CC(OC)=CC=3)(=S)S2)=[S:25])=CC=1. The catalyst is ClCCCl. The product is [CH3:1][NH:2][C:3]1[S:25][C:8]([C:9]2[CH:10]=[N:11][CH:12]=[CH:13][CH:14]=2)=[N:7][C:5]=1[CH3:6]. The yield is 0.680. (2) The reactants are [Cl:1][C:2]1[C:10]2[NH:9][N:8]=[CH:7][C:6]=2[C:5]2[CH2:11][N:12]([CH2:22][C:23]3[CH:28]=[CH:27][N:26]=[CH:25][CH:24]=3)[C:13](=[O:21])[C@H:14]([CH2:16][C:17]([O:19]C)=[O:18])[CH2:15][C:4]=2[CH:3]=1. The catalyst is Cl. The product is [ClH:1].[ClH:1].[Cl:1][C:2]1[C:10]2[NH:9][N:8]=[CH:7][C:6]=2[C:5]2[CH2:11][N:12]([CH2:22][C:23]3[CH:24]=[CH:25][N:26]=[CH:27][CH:28]=3)[C:13](=[O:21])[C@H:14]([CH2:16][C:17]([OH:19])=[O:18])[CH2:15][C:4]=2[CH:3]=1. The yield is 0.830. (3) The reactants are [Cl:1][C:2]1[C:14]([Cl:15])=[CH:13][CH:12]=[C:11]2[C:3]=1[C:4]1[CH2:5][CH2:6][CH2:7][C:8](=[O:23])[C:9]=1[N:10]2C(OC(C)(C)C)=O.C(O)(C(F)(F)F)=O.C([O-])(O)=O.[Na+]. The catalyst is C(Cl)Cl. The product is [Cl:1][C:2]1[C:14]([Cl:15])=[CH:13][CH:12]=[C:11]2[C:3]=1[C:4]1[CH2:5][CH2:6][CH2:7][C:8](=[O:23])[C:9]=1[NH:10]2. The yield is 0.700. (4) The reactants are [Si:1]([O:8][C@H:9]1[CH2:26][CH2:25][C@@:24]2([CH3:27])[CH:11]([C@@H:12]([OH:29])[CH2:13][C@@H:14]3[C@@H:23]2[CH2:22][CH2:21][C@@:19]2([CH3:20])[C@H:15]3[CH2:16][CH2:17][C@@H:18]2[OH:28])[CH2:10]1)([C:4]([CH3:7])([CH3:6])[CH3:5])([CH3:3])[CH3:2]. The catalyst is CS(C)=O. The product is [Si:1]([O:8][C@H:9]1[CH2:26][CH2:25][C@@:24]2([CH3:27])[CH:11]([C:12](=[O:29])[CH2:13][C@@H:14]3[C@@H:23]2[CH2:22][CH2:21][C@@:19]2([CH3:20])[C@H:15]3[CH2:16][CH2:17][C:18]2=[O:28])[CH2:10]1)([C:4]([CH3:7])([CH3:5])[CH3:6])([CH3:3])[CH3:2]. The yield is 0.750. (5) The reactants are [H-].[Na+].[NH:3]1[CH:7]=[N:6][C:5]([C:8]([O:10][CH3:11])=[O:9])=[N:4]1.[CH3:12]I.O. The catalyst is CN(C=O)C. The product is [CH3:12][N:3]1[CH:7]=[N:6][C:5]([C:8]([O:10][CH3:11])=[O:9])=[N:4]1. The yield is 0.340. (6) The reactants are [C:1]([OH:6])(=[O:5])[C:2]([OH:4])=[O:3].[CH2:7]([O:14][NH:15][C@H:16]1[CH2:21][NH:20][C@H:19]([C:22]([O:24][CH2:25][C:26]2C=CC=CC=2)=[O:23])[CH2:18][CH2:17]1)[C:8]1[CH:13]=[CH:12][CH:11]=[CH:10][CH:9]=1.[O-]CC.[Na+].C(O)(=O)C.O.O.C(O)(=O)C(O)=O. The catalyst is C(O)C.CC(C)=O. The product is [C:1]([OH:6])(=[O:5])[C:2]([OH:4])=[O:3].[CH2:7]([O:14][NH:15][C@H:16]1[CH2:21][NH:20][C@H:19]([C:22]([O:24][CH2:25][CH3:26])=[O:23])[CH2:18][CH2:17]1)[C:8]1[CH:9]=[CH:10][CH:11]=[CH:12][CH:13]=1. The yield is 0.940. (7) The reactants are [CH3:1][C:2]1([CH3:35])[CH2:7][NH:6][CH2:5][C:4]2[NH:8][C:9]([C:11]3[C:12]([CH3:34])=[CH:13][C:14]([CH3:33])=[C:15]([CH:32]=3)[C:16]([N:18]3[CH2:23][CH2:22][CH:21]([C:24]4[CH:31]=[CH:30][C:27]([C:28]#[N:29])=[CH:26][CH:25]=4)[CH2:20][CH2:19]3)=[O:17])=[N:10][C:3]1=2.C(O)(=O)C.C(O[BH-](OC(=O)C)OC(=O)C)(=O)C.[Na+].[CH3:54][C:55]([CH3:57])=O. The catalyst is CN(C=O)C. The product is [CH:55]([N:6]1[CH2:7][C:2]([CH3:35])([CH3:1])[C:3]2[N:10]=[C:9]([C:11]3[C:12]([CH3:34])=[CH:13][C:14]([CH3:33])=[C:15]([CH:32]=3)[C:16]([N:18]3[CH2:19][CH2:20][CH:21]([C:24]4[CH:25]=[CH:26][C:27]([C:28]#[N:29])=[CH:30][CH:31]=4)[CH2:22][CH2:23]3)=[O:17])[NH:8][C:4]=2[CH2:5]1)([CH3:57])[CH3:54]. The yield is 0.0810. (8) The reactants are [F:1][C:2]1[CH:3]=[C:4]([NH2:12])[C:5](=[CH:9][C:10]=1[F:11])[C:6](O)=[O:7].C(O)(=O)C.[CH:17](N)=[NH:18]. The catalyst is CCO. The product is [OH:7][C:6]1[C:5]2[C:4](=[CH:3][C:2]([F:1])=[C:10]([F:11])[CH:9]=2)[N:12]=[CH:17][N:18]=1. The yield is 0.790. (9) The reactants are C[O:2][C:3](=[O:32])[CH2:4][C@:5]1([CH2:29][CH2:30][CH3:31])[C:10]2[NH:11][C:12]3[C:17]([C:9]=2[CH2:8][CH2:7][O:6]1)=[C:16]([C:18]#[N:19])[CH:15]=[C:14]([O:20][CH2:21][C:22]1[S:23][C:24]([CH3:27])=[N:25][N:26]=1)[C:13]=3[CH3:28].CCO.[OH-].[Na+]. The catalyst is O. The product is [C:18]([C:16]1[CH:15]=[C:14]([O:20][CH2:21][C:22]2[S:23][C:24]([CH3:27])=[N:25][N:26]=2)[C:13]([CH3:28])=[C:12]2[C:17]=1[C:9]1[CH2:8][CH2:7][O:6][C@@:5]([CH2:4][C:3]([OH:32])=[O:2])([CH2:29][CH2:30][CH3:31])[C:10]=1[NH:11]2)#[N:19]. The yield is 0.850. (10) The yield is 0.760. The reactants are [CH2:1]([Mg]Cl)[C:2]1[CH:7]=[CH:6][CH:5]=[CH:4][CH:3]=1.C([O:12][C:13]1[CH2:17][CH2:16][C:15](=O)[CH:14]=1)C.Cl. The catalyst is CCOCC. The product is [CH2:1]([C:15]1[CH2:16][CH2:17][C:13](=[O:12])[CH:14]=1)[C:2]1[CH:7]=[CH:6][CH:5]=[CH:4][CH:3]=1.